This data is from Full USPTO retrosynthesis dataset with 1.9M reactions from patents (1976-2016). The task is: Predict the reactants needed to synthesize the given product. (1) Given the product [N:48]([C@H:19]1[CH2:14][N:27]([C:28]([O:30][C:31]([CH3:32])([CH3:33])[CH3:57])=[O:29])[C@H:17]([CH2:16][O:53][CH3:51])[CH2:18]1)=[N+:49]=[N-:50], predict the reactants needed to synthesize it. The reactants are: [CH:18]1[CH:19]=[CH:14]C(P([C:14]2[CH:19]=[CH:18][CH:17]=[CH:16]C=2)[C:18]2[CH:19]=[CH:14]C=[CH:16][CH:17]=2)=[CH:16][CH:17]=1.[CH3:32][CH:31]([O:30][C:28](/[N:27]=[N:27]/[C:28]([O:30][CH:31]([CH3:33])[CH3:32])=[O:29])=[O:29])[CH3:33].C1C=CC(P([N:48]=[N+:49]=[N-:50])(C2C=CC=CC=2)=O)=CC=1.[C:51](OCC)(=[O:53])C.[CH2:57]1COCC1. (2) Given the product [CH3:9][C:3]1[CH-:4][C:5]([CH3:8])=[C:6]([CH3:7])[C:2]=1[CH3:1].[CH-:4]1[C:5]([CH3:8])=[C:6]([CH3:7])[C:2]([CH3:1])=[C:3]1[CH3:9].[Fe+2:15], predict the reactants needed to synthesize it. The reactants are: [CH3:1][C:2]1[CH:6]([CH3:7])[C:5]([CH3:8])=[CH:4][C:3]=1[CH3:9].C([Li])CCC.[Fe:15].[Fe].O1CCCC1. (3) The reactants are: [Cl:1][C:2]1[CH:10]=[C:9]2[C:5]([C@@:6]3([C:19]4([CH2:22][C:21]([CH2:25][F:26])([CH2:23][F:24])[CH2:20]4)[N:18]4[C@@H:13]([C:14](=[O:39])[O:15][C@@H:16]([C:33]5[CH:38]=[CH:37][CH:36]=[CH:35][CH:34]=5)[C@H:17]4[C:27]4[CH:32]=[CH:31][CH:30]=[CH:29][CH:28]=4)[C@@H:12]3[C:40]3[CH:45]=[C:44]([F:46])[CH:43]=[C:42]([Cl:47])[CH:41]=3)[C:7](=[O:11])[NH:8]2)=[CH:4][CH:3]=1.[NH2:48][C@H:49]1[CH2:54][CH2:53][C@H:52]([C:55]([N:57]([CH3:59])[CH3:58])=[O:56])[CH2:51][CH2:50]1. Given the product [Cl:1][C:2]1[CH:10]=[C:9]2[C:5]([C:6]3([C@@H:12]([C:40]4[CH:45]=[C:44]([F:46])[CH:43]=[C:42]([Cl:47])[CH:41]=4)[C@H:13]([C:14]([NH:48][C@H:49]4[CH2:50][CH2:51][C@H:52]([C:55](=[O:56])[N:57]([CH3:58])[CH3:59])[CH2:53][CH2:54]4)=[O:39])[N:18]([C@H:17]([C:27]4[CH:32]=[CH:31][CH:30]=[CH:29][CH:28]=4)[C@@H:16]([OH:15])[C:33]4[CH:38]=[CH:37][CH:36]=[CH:35][CH:34]=4)[C:19]43[CH2:20][C:21]([CH2:25][F:26])([CH2:23][F:24])[CH2:22]4)[C:7](=[O:11])[NH:8]2)=[CH:4][CH:3]=1, predict the reactants needed to synthesize it. (4) Given the product [CH2:1]([C@@H:8]1[CH2:13][N:12]([CH2:14][C:15]2[CH:20]=[CH:19][CH:18]=[CH:17][CH:16]=2)[CH2:11][CH2:10][N:9]1[C:21]([C:23]1[N:24]=[CH:25][N:26]([C@H:34]2[CH2:39][CH2:38][CH2:37][CH2:36][C@@H:35]2[NH:40][C:49](=[O:50])[O:51][CH2:52][CH3:53])[C:27]=1[C:28]1[CH:33]=[CH:32][CH:31]=[CH:30][CH:29]=1)=[O:22])[C:2]1[CH:3]=[CH:4][CH:5]=[CH:6][CH:7]=1, predict the reactants needed to synthesize it. The reactants are: [CH2:1]([C@@H:8]1[CH2:13][N:12]([CH2:14][C:15]2[CH:20]=[CH:19][CH:18]=[CH:17][CH:16]=2)[CH2:11][CH2:10][N:9]1[C:21]([C:23]1[N:24]=[CH:25][N:26]([C@H:34]2[CH2:39][CH2:38][CH2:37][CH2:36][C@@H:35]2[NH2:40])[C:27]=1[C:28]1[CH:33]=[CH:32][CH:31]=[CH:30][CH:29]=1)=[O:22])[C:2]1[CH:7]=[CH:6][CH:5]=[CH:4][CH:3]=1.C(N(CC)CC)C.Cl[C:49]([O:51][CH2:52][CH3:53])=[O:50]. (5) Given the product [Br:1][C:2]1[CH:3]=[C:4]([O:9][CH2:19][O:20][CH3:21])[CH:5]=[CH:6][C:7]=1[CH3:8], predict the reactants needed to synthesize it. The reactants are: [Br:1][C:2]1[CH:3]=[C:4]([OH:9])[CH:5]=[CH:6][C:7]=1[CH3:8].C(N(C(C)C)CC)(C)C.[CH3:19][O:20][CH2:21]Cl.O. (6) Given the product [OH:1][CH2:2][C:3]1[CH:8]=[C:7]([O:9][CH3:10])[CH:6]=[C:5]([N:11]2[N:12]=[C:13]3[CH:18]=[CH:17][C:16]([O:19][CH3:20])=[CH:15][C:14]3=[N:21]2)[C:4]=1[OH:24], predict the reactants needed to synthesize it. The reactants are: [OH:1][CH2:2][C:3]1[CH:8]=[C:7]([O:9][CH3:10])[CH:6]=[C:5]([N:11]=[N:12][C:13]2[CH:18]=[CH:17][C:16]([O:19][CH3:20])=[CH:15][C:14]=2[N+:21]([O-])=O)[C:4]=1[OH:24].[OH-].[Na+].C(S(O)=O)(N)=N.Cl. (7) Given the product [OH:1][C@@H:2]1[CH2:6][CH2:5][N:4]([C:15]([O:17][CH2:18][C:19]2[CH:24]=[CH:23][CH:22]=[CH:21][CH:20]=2)=[O:16])[CH2:3]1, predict the reactants needed to synthesize it. The reactants are: [OH:1][C@@H:2]1[CH2:6][CH2:5][NH:4][CH2:3]1.C(N(CC)CC)C.Cl[C:15]([O:17][CH2:18][C:19]1[CH:24]=[CH:23][CH:22]=[CH:21][CH:20]=1)=[O:16].